Predict the reaction yield, written as a fraction of the theoretical maximum amount of product (1.0 means a 100% yield; for example, 0.34 means a 34% yield). From a dataset of Reaction yield outcomes from USPTO patents with 853,638 reactions. (1) The reactants are [Br:1][C:2]1[CH:7]=[C:6]([CH2:8]SCC)[CH:5]=[CH:4][C:3]=1[O:12][CH2:13][C:14]([F:17])([F:16])[F:15].[CH:18]1C=C(Cl)C=C(C(OO)=O)[CH:19]=1.[O-:29][S:30]([O-:32])=O.[Na+].[Na+]. The catalyst is C(Cl)Cl. The product is [Br:1][C:2]1[CH:7]=[C:6]([CH2:8][S:30]([CH2:18][CH3:19])(=[O:32])=[O:29])[CH:5]=[CH:4][C:3]=1[O:12][CH2:13][C:14]([F:15])([F:17])[F:16]. The yield is 0.910. (2) The reactants are [OH-].[K+].[F:3][C:4]([F:28])([F:27])[C:5]1[N:9]2[N:10]=[C:11]([N:14]3[CH2:19][CH2:18][N:17]([C:20]4[CH:25]=[CH:24][C:23]([OH:26])=[CH:22][CH:21]=4)[CH2:16][CH2:15]3)[CH:12]=[CH:13][C:8]2=[N:7][N:6]=1.Br[CH2:30][CH2:31][CH2:32][OH:33]. The catalyst is CN(C=O)C.C(OCC)(=O)C. The product is [F:28][C:4]([F:3])([F:27])[C:5]1[N:9]2[N:10]=[C:11]([N:14]3[CH2:15][CH2:16][N:17]([C:20]4[CH:25]=[CH:24][C:23]([O:26][CH2:30][CH2:31][CH2:32][OH:33])=[CH:22][CH:21]=4)[CH2:18][CH2:19]3)[CH:12]=[CH:13][C:8]2=[N:7][N:6]=1. The yield is 0.840. (3) The reactants are [Br:1][C:2]1[C:3]([C:20](OC)=[O:21])=[C:4]2[N:10]=[CH:9][N:8]([CH2:11][C:12]3[CH:17]=[CH:16][C:15]([O:18][CH3:19])=[CH:14][CH:13]=3)[C:5]2=[N:6][CH:7]=1.[BH4-].[Na+]. The catalyst is C(O)C. The product is [Br:1][C:2]1[C:3]([CH2:20][OH:21])=[C:4]2[N:10]=[CH:9][N:8]([CH2:11][C:12]3[CH:13]=[CH:14][C:15]([O:18][CH3:19])=[CH:16][CH:17]=3)[C:5]2=[N:6][CH:7]=1. The yield is 0.650. (4) The reactants are CS(O[CH2:6][CH2:7][O:8][C:9]1[C:10]([C:26]2[CH:31]=[CH:30][C:29]([S:32]([CH3:34])=[O:33])=[CH:28][CH:27]=2)=[N:11][C:12]([C:15]2[NH:24][C:23](=[O:25])[C:22]3[C:17](=[CH:18][CH:19]=[CH:20][CH:21]=3)[N:16]=2)=[CH:13][CH:14]=1)(=O)=O.[CH:35]([NH2:38])([CH3:37])[CH3:36].[I-].[Na+]. The catalyst is CS(C)=O. The product is [CH:35]([NH:38][CH2:6][CH2:7][O:8][C:9]1[CH:14]=[CH:13][C:12]([C:15]2[NH:24][C:23](=[O:25])[C:22]3[C:17](=[CH:18][CH:19]=[CH:20][CH:21]=3)[N:16]=2)=[N:11][C:10]=1[C:26]1[CH:31]=[CH:30][C:29]([S:32]([CH3:34])=[O:33])=[CH:28][CH:27]=1)([CH3:37])[CH3:36]. The yield is 0.760. (5) The reactants are C([N:8](CC1C=CC=CC=1)[CH2:9][CH2:10][CH:11]1[CH2:16][CH2:15][N:14]([C:17]2[CH:22]=[CH:21][N:20]=[CH:19][CH:18]=2)[CH2:13][CH2:12]1)C1C=CC=CC=1. The catalyst is C(O)C. The product is [N:20]1[CH:21]=[CH:22][C:17]([N:14]2[CH2:13][CH2:12][CH:11]([CH2:10][CH2:9][NH2:8])[CH2:16][CH2:15]2)=[CH:18][CH:19]=1. The yield is 0.940. (6) The reactants are [O:1]=[C:2]1[CH:7]=[C:6]([C:8]2[CH:13]=[CH:12][C:11]([C:14]([F:17])([F:16])[F:15])=[CH:10][CH:9]=2)[CH:5]=[CH:4][N:3]1[C:18]1[CH:23]=[CH:22][C:21]2[C:24]3[CH2:25][N:26](C(OC(C)(C)C)=O)[CH2:27][CH2:28][C:29]=3[O:30][C:20]=2[CH:19]=1.Cl. The catalyst is CO.CCOCC. The product is [CH2:25]1[C:24]2[C:21]3[CH:22]=[CH:23][C:18]([N:3]4[CH:4]=[CH:5][C:6]([C:8]5[CH:13]=[CH:12][C:11]([C:14]([F:17])([F:15])[F:16])=[CH:10][CH:9]=5)=[CH:7][C:2]4=[O:1])=[CH:19][C:20]=3[O:30][C:29]=2[CH2:28][CH2:27][NH:26]1. The yield is 0.980. (7) The reactants are [F:1][C:2]1[CH:7]=[CH:6][C:5]([C:8]2[S:12][C:11]([CH3:13])=[N:10][C:9]=2[C:14]([OH:16])=O)=[CH:4][CH:3]=1.CN(C(ON1N=NC2C=CC=NC1=2)=[N+](C)C)C.F[P-](F)(F)(F)(F)F.C(N(CC)C(C)C)(C)C.[F:50][C:51]1[C:66]([F:67])=[CH:65][C:54]2[NH:55][C:56]([CH2:58][CH:59]3[CH2:64][CH2:63][CH2:62][CH2:61][NH:60]3)=[N:57][C:53]=2[CH:52]=1. The catalyst is CN(C=O)C. The product is [F:50][C:51]1[C:66]([F:67])=[CH:65][C:54]2[NH:55][C:56]([CH2:58][CH:59]3[CH2:64][CH2:63][CH2:62][CH2:61][N:60]3[C:14]([C:9]3[N:10]=[C:11]([CH3:13])[S:12][C:8]=3[C:5]3[CH:4]=[CH:3][C:2]([F:1])=[CH:7][CH:6]=3)=[O:16])=[N:57][C:53]=2[CH:52]=1. The yield is 0.970. (8) The reactants are C(=O)([O-])[O-].[K+].[K+].[C:7]1(B(O)O)[CH:12]=[CH:11][CH:10]=[CH:9][CH:8]=1.[F:16][C:17]1[C:18](I)=[CH:19][C:20](=[O:36])[N:21]([CH2:23][CH2:24][C@@:25]([CH3:35])([S:31]([CH3:34])(=[O:33])=[O:32])[C:26]([O:28][CH2:29][CH3:30])=[O:27])[CH:22]=1.O. The catalyst is O1CCOCC1.[Pd]. The product is [F:16][C:17]1[C:18]([C:7]2[CH:12]=[CH:11][CH:10]=[CH:9][CH:8]=2)=[CH:19][C:20](=[O:36])[N:21]([CH2:23][CH2:24][C@@:25]([CH3:35])([S:31]([CH3:34])(=[O:32])=[O:33])[C:26]([O:28][CH2:29][CH3:30])=[O:27])[CH:22]=1. The yield is 0.648.